Dataset: NCI-60 drug combinations with 297,098 pairs across 59 cell lines. Task: Regression. Given two drug SMILES strings and cell line genomic features, predict the synergy score measuring deviation from expected non-interaction effect. Drug 1: CCN(CC)CCNC(=O)C1=C(NC(=C1C)C=C2C3=C(C=CC(=C3)F)NC2=O)C. Drug 2: CN(CCCl)CCCl.Cl. Cell line: TK-10. Synergy scores: CSS=5.29, Synergy_ZIP=-3.79, Synergy_Bliss=-1.46, Synergy_Loewe=-4.36, Synergy_HSA=-1.35.